Dataset: Reaction yield outcomes from USPTO patents with 853,638 reactions. Task: Predict the reaction yield, written as a fraction of the theoretical maximum amount of product (1.0 means a 100% yield; for example, 0.34 means a 34% yield). The reactants are [Br:1][C:2]1[CH:3]=[CH:4][C:5]([CH:9]=O)=[N:6][C:7]=1[CH3:8].[N:11]1([C:17]([O:19][C:20]([CH3:23])([CH3:22])[CH3:21])=[O:18])[CH2:16][CH2:15][NH:14][CH2:13][CH2:12]1.ClCCCl.C(O[BH-](OC(=O)C)OC(=O)C)(=O)C.[Na+]. The catalyst is O. The product is [Br:1][C:2]1[CH:3]=[CH:4][C:5]([CH2:9][N:14]2[CH2:13][CH2:12][N:11]([C:17]([O:19][C:20]([CH3:23])([CH3:22])[CH3:21])=[O:18])[CH2:16][CH2:15]2)=[N:6][C:7]=1[CH3:8]. The yield is 0.820.